Dataset: Reaction yield outcomes from USPTO patents with 853,638 reactions. Task: Predict the reaction yield, written as a fraction of the theoretical maximum amount of product (1.0 means a 100% yield; for example, 0.34 means a 34% yield). (1) The reactants are [CH2:1]([N:8]1[C:12]2=[C:13]([Cl:17])[N:14]=[CH:15][CH:16]=[C:11]2[C:10]([CH3:18])=[C:9]1[CH3:19])[C:2]1[CH:7]=[CH:6][CH:5]=[CH:4][CH:3]=1.[CH3:20][C:21]1[CH:28]=[CH:27][C:24]([CH2:25][NH2:26])=[CH:23][CH:22]=1. No catalyst specified. The product is [ClH:17].[CH2:1]([N:8]1[C:12]2=[C:13]([NH:26][CH2:25][C:24]3[CH:27]=[CH:28][C:21]([CH3:20])=[CH:22][CH:23]=3)[N:14]=[CH:15][CH:16]=[C:11]2[C:10]([CH3:18])=[C:9]1[CH3:19])[C:2]1[CH:7]=[CH:6][CH:5]=[CH:4][CH:3]=1. The yield is 0.500. (2) The product is [Br:27][C:24]1[CH:25]=[CH:26][C:21]([O:15][CH2:14][CH:11]2[CH2:10][CH2:9][N:8]([CH2:7][C:3]3([C:2]([F:1])([F:16])[F:17])[CH2:4][CH2:5][CH2:6]3)[CH2:13][CH2:12]2)=[N:22][CH:23]=1. The yield is 0.530. The reactants are [F:1][C:2]([F:17])([F:16])[C:3]1([CH2:7][N:8]2[CH2:13][CH2:12][CH:11]([CH2:14][OH:15])[CH2:10][CH2:9]2)[CH2:6][CH2:5][CH2:4]1.[H-].[Na+].Br[C:21]1[CH:26]=[CH:25][C:24]([Br:27])=[CH:23][N:22]=1. The catalyst is C1COCC1.